Dataset: Reaction yield outcomes from USPTO patents with 853,638 reactions. Task: Predict the reaction yield, written as a fraction of the theoretical maximum amount of product (1.0 means a 100% yield; for example, 0.34 means a 34% yield). The yield is 0.200. No catalyst specified. The product is [Cl:1][S:2]([C:12]1[CH:13]=[CH:14][C:9]([CH:8]=[CH:7][C:6]([OH:16])=[O:15])=[CH:10][CH:11]=1)(=[O:5])=[O:3]. The reactants are [Cl:1][S:2]([OH:5])(=O)=[O:3].[C:6]([OH:16])(=[O:15])[CH:7]=[CH:8][C:9]1[CH:14]=[CH:13][CH:12]=[CH:11][CH:10]=1.Cl.